This data is from Forward reaction prediction with 1.9M reactions from USPTO patents (1976-2016). The task is: Predict the product of the given reaction. (1) The product is: [CH3:19][S:20]([O:11][CH2:10][CH2:9][NH:8][C:6]([O:5][C:1]([CH3:4])([CH3:3])[CH3:2])=[O:7])(=[O:22])=[O:21]. Given the reactants [C:1]([O:5][C:6]([NH:8][CH2:9][CH2:10][OH:11])=[O:7])([CH3:4])([CH3:3])[CH3:2].C(N(CC)CC)C.[CH3:19][S:20](OCCCCO[S:20]([CH3:19])(=[O:22])=[O:21])(=[O:22])=[O:21].O, predict the reaction product. (2) Given the reactants [OH-].[Na+].C([O:5][C:6]([C:8]1[CH:9]=[N:10][N:11]([C:14]2[CH:19]=[CH:18][C:17]([CH2:20][O:21][CH3:22])=[CH:16][CH:15]=2)[C:12]=1[CH3:13])=[O:7])C, predict the reaction product. The product is: [CH3:22][O:21][CH2:20][C:17]1[CH:16]=[CH:15][C:14]([N:11]2[C:12]([CH3:13])=[C:8]([C:6]([OH:7])=[O:5])[CH:9]=[N:10]2)=[CH:19][CH:18]=1. (3) Given the reactants [F-].C([N+](CCCC)(CCCC)CCCC)CCC.C([Si](C)(C)[O:24][CH2:25][CH2:26][N:27]([C:45]1[CH:50]=[CH:49][CH:48]=[C:47]([CH3:51])[N:46]=1)[S:28]([C:31]1[CH:36]=[CH:35][C:34]([C:37]2[CH:42]=[CH:41][C:40]([C:43]#[N:44])=[CH:39][CH:38]=2)=[CH:33][CH:32]=1)(=[O:30])=[O:29])(C)(C)C.[Cl-].[Na+].Cl, predict the reaction product. The product is: [OH:24][CH2:25][CH2:26][N:27]([C:45]1[CH:50]=[CH:49][CH:48]=[C:47]([CH3:51])[N:46]=1)[S:28]([C:31]1[CH:32]=[CH:33][C:34]([C:37]2[CH:42]=[CH:41][C:40]([C:43]#[N:44])=[CH:39][CH:38]=2)=[CH:35][CH:36]=1)(=[O:29])=[O:30]. (4) Given the reactants [CH3:1][O:2][C:3]1[CH:4]=[C:5]2[C:10](=[CH:11][CH:12]=1)[CH2:9][NH:8][CH2:7][CH2:6]2.C(N(CC)CC)C.[C:20](O[C:20]([O:22][C:23]([CH3:26])([CH3:25])[CH3:24])=[O:21])([O:22][C:23]([CH3:26])([CH3:25])[CH3:24])=[O:21].O, predict the reaction product. The product is: [CH3:1][O:2][C:3]1[CH:4]=[C:5]2[C:10](=[CH:11][CH:12]=1)[CH2:9][N:8]([C:20]([O:22][C:23]([CH3:26])([CH3:25])[CH3:24])=[O:21])[CH2:7][CH2:6]2. (5) Given the reactants [Cl:1][C:2]1[CH:7]=[CH:6][CH:5]=[CH:4][C:3]=1[S:8](Cl)(=[O:10])=[O:9].C([O:14][C:15](=[O:22])[C@H:16]1[CH2:21][CH2:20][CH2:19][NH:18][CH2:17]1)C, predict the reaction product. The product is: [Cl:1][C:2]1[CH:7]=[CH:6][CH:5]=[CH:4][C:3]=1[S:8]([N:18]1[CH2:19][CH2:20][CH2:21][C@H:16]([C:15]([OH:22])=[O:14])[CH2:17]1)(=[O:10])=[O:9]. (6) Given the reactants Cl[C:2]1[CH:7]=[C:6]([O:8][CH2:9][CH2:10][C@H:11]([CH:13]2[CH2:18][CH2:17][N:16]([C:19]3[O:23][N:22]=[C:21]([CH:24]([CH3:26])[CH3:25])[N:20]=3)[CH2:15][CH2:14]2)[CH3:12])[N:5]=[CH:4][N:3]=1.[C:27]([O:31][C:32](=[O:47])[NH:33][C@@H:34]1[C@@H:38]([C:39]2[CH:44]=[C:43]([F:45])[CH:42]=[CH:41][C:40]=2[F:46])[CH2:37][NH:36][CH2:35]1)([CH3:30])([CH3:29])[CH3:28].C(N(CC)CC)C, predict the reaction product. The product is: [C:27]([O:31][C:32](=[O:47])[NH:33][C@@H:34]1[C@@H:38]([C:39]2[CH:44]=[C:43]([F:45])[CH:42]=[CH:41][C:40]=2[F:46])[CH2:37][N:36]([C:2]2[CH:7]=[C:6]([O:8][CH2:9][CH2:10][C@H:11]([CH:13]3[CH2:18][CH2:17][N:16]([C:19]4[O:23][N:22]=[C:21]([CH:24]([CH3:26])[CH3:25])[N:20]=4)[CH2:15][CH2:14]3)[CH3:12])[N:5]=[CH:4][N:3]=2)[CH2:35]1)([CH3:30])([CH3:28])[CH3:29]. (7) Given the reactants [Br:1][C:2]1[CH:7]=[CH:6][C:5]([NH:8][C:9]2[CH:14]=[C:13]([Cl:15])[N:12]=[N:11][C:10]=2[C:16]([OH:18])=[O:17])=[C:4]([F:19])[CH:3]=1.[C:20](OC(=NC(C)C)NC(C)C)([CH3:23])([CH3:22])[CH3:21], predict the reaction product. The product is: [C:20]([O:17][C:16]([C:10]1[N:11]=[N:12][C:13]([Cl:15])=[CH:14][C:9]=1[NH:8][C:5]1[CH:6]=[CH:7][C:2]([Br:1])=[CH:3][C:4]=1[F:19])=[O:18])([CH3:23])([CH3:22])[CH3:21]. (8) Given the reactants IC=[C:3]([CH3:6])[CH:4]=[O:5].[CH:7](Cl)(Cl)Cl.[CH2:11](N(CC)CC)[CH3:12].[CH:18]([OH:20])=[O:19].[CH2:21]1[CH2:25]O[CH2:23][CH2:22]1, predict the reaction product. The product is: [OH:5][C@@H:4]([CH3:7])[CH2:3]/[CH:6]=[CH:23]/[CH:22]=[C:21](\[CH3:25])/[C:18]([O:20][CH2:11][CH3:12])=[O:19]. (9) Given the reactants [N:1]1[CH:6]=[CH:5][CH:4]=[CH:3][C:2]=1[C:7]1[O:11][CH:10]=[N:9][CH:8]=1.[O:12]([CH2:19][CH2:20][CH2:21][CH2:22][CH2:23][C:24](O)=[O:25])[C:13]1[CH:18]=[CH:17][CH:16]=[CH:15][CH:14]=1, predict the reaction product. The product is: [O:12]([CH2:19][CH2:20][CH2:21][CH2:22][CH2:23][C:24]([C:10]1[O:11][C:7]([C:2]2[CH:3]=[CH:4][CH:5]=[CH:6][N:1]=2)=[CH:8][N:9]=1)=[O:25])[C:13]1[CH:18]=[CH:17][CH:16]=[CH:15][CH:14]=1.